This data is from Reaction yield outcomes from USPTO patents with 853,638 reactions. The task is: Predict the reaction yield, written as a fraction of the theoretical maximum amount of product (1.0 means a 100% yield; for example, 0.34 means a 34% yield). (1) The reactants are [Cl:1][S:2]([OH:5])(=O)=[O:3].S([O-])([O-])(=O)=[O:7].[Na+].[Na+].[N+:13]([C:16]1[CH:17]=[C:18]2[C:22](=[CH:23][CH:24]=1)[N:21]([CH2:25][C:26]#[N:27])[CH:20]=[CH:19]2)([O-:15])=[O:14]. The catalyst is C(Cl)Cl. The product is [C:26]([CH2:25][N:21]1[C:22]2[C:18](=[CH:17][C:16]([N+:13]([O-:15])=[O:14])=[CH:24][CH:23]=2)[C:19]([S:2]([Cl:1])(=[O:5])=[O:3])=[CH:20]1)(=[O:7])[NH2:27]. The yield is 0.510. (2) The reactants are [CH3:1][C:2]1[N:7]=[C:6]([C:8]2[C:13]([C:14]3[CH:15]=[CH:16][C:17]4[N:18](C(C#N)=[CH:21][N:22]=4)[CH:19]=3)=[CH:12][CH:11]=[CH:10][N:9]=2)[CH:5]=[CH:4][CH:3]=1.[Li+].[OH-:26].Cl.[O:28]1[CH2:33][CH2:32]OCC1. The catalyst is O. The product is [CH3:1][C:2]1[N:7]=[C:6]([C:8]2[C:13]([C:14]3[CH:15]=[CH:16][C:17]4[N:18]([C:32]([C:33]([OH:28])=[O:26])=[CH:21][N:22]=4)[CH:19]=3)=[CH:12][CH:11]=[CH:10][N:9]=2)[CH:5]=[CH:4][CH:3]=1. The yield is 0.0410.